Dataset: Full USPTO retrosynthesis dataset with 1.9M reactions from patents (1976-2016). Task: Predict the reactants needed to synthesize the given product. (1) Given the product [NH2:27][C:11]1[CH:10]=[C:9]([O:8][CH2:1][C:2]2[CH:3]=[CH:4][CH:5]=[CH:6][CH:7]=2)[C:24]([O:25][CH3:26])=[CH:23][C:12]=1[C:13]([O:15][CH2:16][C:17]1[CH:18]=[CH:19][CH:20]=[CH:21][CH:22]=1)=[O:14], predict the reactants needed to synthesize it. The reactants are: [CH2:1]([O:8][C:9]1[C:24]([O:25][CH3:26])=[CH:23][C:12]([C:13]([O:15][CH2:16][C:17]2[CH:22]=[CH:21][CH:20]=[CH:19][CH:18]=2)=[O:14])=[C:11]([N+:27]([O-])=O)[CH:10]=1)[C:2]1[CH:7]=[CH:6][CH:5]=[CH:4][CH:3]=1.C(#N)C.S(S([O-])=O)([O-])=O.[Na+].[Na+]. (2) Given the product [CH3:1][S:2]([NH:5][C:6]1[CH:14]=[CH:13][CH:12]=[C:11]2[C:7]=1[CH:8]=[N:9][N:10]2[C:15]([C:22]1[CH:23]=[CH:24][C:25]([C:28]([F:30])([F:31])[F:29])=[CH:26][CH:27]=1)([CH2:20][CH3:21])[C:16]([OH:18])=[O:17])(=[O:3])=[O:4], predict the reactants needed to synthesize it. The reactants are: [CH3:1][S:2]([NH:5][C:6]1[CH:14]=[CH:13][CH:12]=[C:11]2[C:7]=1[CH:8]=[N:9][N:10]2[C:15]([C:22]1[CH:27]=[CH:26][C:25]([C:28]([F:31])([F:30])[F:29])=[CH:24][CH:23]=1)([CH2:20][CH3:21])[C:16]([O:18]C)=[O:17])(=[O:4])=[O:3].[Br-].[Li+].[OH-].Cl. (3) Given the product [Br:1][C:2]1[CH:9]=[C:6]2[C:5](=[CH:4][C:3]=1[F:13])[N:10]=[C:15]([C:14]([O:19][CH2:20][CH3:21])=[O:18])[CH:17]=[CH:7]2, predict the reactants needed to synthesize it. The reactants are: [Br:1][C:2]1[C:3]([F:13])=[CH:4][C:5]([N+:10]([O-])=O)=[C:6]([CH:9]=1)[CH:7]=O.[C:14]([O:19][CH2:20][CH3:21])(=[O:18])[C:15]([CH3:17])=O.[Sn](Cl)Cl. (4) The reactants are: C(OC(=O)[NH:7][C:8]1[CH:13]=[N:12][C:11]([O:14][CH2:15][CH:16]=[CH2:17])=[CH:10][N:9]=1)(C)(C)C.FC(F)(F)C(O)=O.C(=O)(O)[O-].[Na+].[Cl-].[Na+]. Given the product [CH2:15]([O:14][C:11]1[N:12]=[CH:13][C:8]([NH2:7])=[N:9][CH:10]=1)[CH:16]=[CH2:17], predict the reactants needed to synthesize it. (5) Given the product [Br:7][C:13]1[CH:12]=[C:11]([F:10])[C:20]([OH:21])=[C:19]2[C:14]=1[CH:15]=[CH:16][C:17]([C:22]([O:24][CH3:25])=[O:23])=[CH:18]2, predict the reactants needed to synthesize it. The reactants are: C1C=C[NH+]=CC=1.[Br:7][Br-]Br.[F:10][C:11]1[C:20]([OH:21])=[C:19]2[C:14]([CH:15]=[CH:16][C:17]([C:22]([O:24][CH3:25])=[O:23])=[CH:18]2)=[CH:13][CH:12]=1.CO.ClCCl. (6) Given the product [O:23]1[C:27]2[CH:28]=[CH:29][C:30]([C:2]3[CH:3]=[C:4]([CH:20]=[CH:21][CH:22]=3)[CH2:5][S:6]([NH:9][C:10]3[CH:18]=[CH:17][C:13]([C:14]([OH:16])=[O:15])=[C:12]([OH:19])[CH:11]=3)(=[O:8])=[O:7])=[CH:31][C:26]=2[CH2:25][CH2:24]1, predict the reactants needed to synthesize it. The reactants are: Br[C:2]1[CH:3]=[C:4]([CH:20]=[CH:21][CH:22]=1)[CH2:5][S:6]([NH:9][C:10]1[CH:18]=[CH:17][C:13]([C:14]([OH:16])=[O:15])=[C:12]([OH:19])[CH:11]=1)(=[O:8])=[O:7].[O:23]1[C:27]2[CH:28]=[CH:29][C:30](B(O)O)=[CH:31][C:26]=2[CH2:25][CH2:24]1.CCN(C(C)C)C(C)C.C(Cl)Cl.